This data is from Full USPTO retrosynthesis dataset with 1.9M reactions from patents (1976-2016). The task is: Predict the reactants needed to synthesize the given product. (1) Given the product [CH:1]1([C:4]([CH:9]2[CH2:11][CH2:10]2)([OH:8])[CH2:5][CH:6]=[O:21])[CH2:3][CH2:2]1, predict the reactants needed to synthesize it. The reactants are: [CH:1]1([C:4]([CH:9]2[CH2:11][CH2:10]2)([OH:8])[CH2:5][CH:6]=C)[CH2:3][CH2:2]1.N1C(C)=CC=CC=1C.I([O-])(=O)(=O)=[O:21].[Na+].C([O-])(O)=O.[Na+]. (2) The reactants are: [CH3:1][O:2][C:3]([NH:5][CH2:6][CH2:7][CH2:8][N:9]1[C:13]([C:14]2[CH:19]=[CH:18][CH:17]=[CH:16][N:15]=2)=[CH:12][C:11]([C:20]([O:22][CH3:23])=[O:21])=[N:10]1)=[O:4].[Br:24]N1C(=O)CCC1=O.O. Given the product [Br:24][C:12]1[C:11]([C:20]([O:22][CH3:23])=[O:21])=[N:10][N:9]([CH2:8][CH2:7][CH2:6][NH:5][C:3]([O:2][CH3:1])=[O:4])[C:13]=1[C:14]1[CH:19]=[CH:18][CH:17]=[CH:16][N:15]=1, predict the reactants needed to synthesize it.